This data is from Reaction yield outcomes from USPTO patents with 853,638 reactions. The task is: Predict the reaction yield, written as a fraction of the theoretical maximum amount of product (1.0 means a 100% yield; for example, 0.34 means a 34% yield). The reactants are [F:1][C:2]1[CH:7]=[CH:6][C:5]([C:8](=[CH:12][C:13]2[CH:18]=[CH:17][C:16](/[CH:19]=[CH:20]/[C:21]([O:23][CH3:24])=[O:22])=[CH:15][CH:14]=2)[C:9](O)=[O:10])=[CH:4][CH:3]=1.C(N(CC)CC)C.ClC(OC)=O.[BH4-].[Na+]. The catalyst is C1COCC1.C(OCC)(=O)C.CO. The product is [F:1][C:2]1[CH:7]=[CH:6][C:5](/[C:8](/[CH2:9][OH:10])=[CH:12]\[C:13]2[CH:18]=[CH:17][C:16]([CH:19]=[CH:20][C:21]([O:23][CH3:24])=[O:22])=[CH:15][CH:14]=2)=[CH:4][CH:3]=1. The yield is 0.790.